Dataset: Full USPTO retrosynthesis dataset with 1.9M reactions from patents (1976-2016). Task: Predict the reactants needed to synthesize the given product. (1) Given the product [Si:1]([O:8][C@@H:9]([C:25]1[CH:30]=[CH:29][CH:28]=[CH:27][C:26]=1[C:31]1[CH:36]=[CH:35][C:34]([Cl:37])=[CH:33][CH:32]=1)[CH:10]1[CH2:11][CH2:12][N:13]([C:16]2[CH:24]=[CH:23][C:19]([C:20]([NH:80][S:77]([C:74]3[CH:75]=[CH:76][C:71]([NH:70][C@H:61]([CH2:60][CH2:59][N:58]([CH2:57][CH2:56][O:55][Si:38]([C:51]([CH3:53])([CH3:54])[CH3:52])([C:39]4[CH:44]=[CH:43][CH:42]=[CH:41][CH:40]=4)[C:45]4[CH:46]=[CH:47][CH:48]=[CH:49][CH:50]=4)[CH2:88][CH3:89])[CH2:62][S:63][C:64]4[CH:65]=[CH:66][CH:67]=[CH:68][CH:69]=4)=[C:72]([S:81]([C:84]([F:87])([F:85])[F:86])(=[O:83])=[O:82])[CH:73]=3)(=[O:78])=[O:79])=[O:21])=[CH:18][CH:17]=2)[CH2:14][CH2:15]1)([C:4]([CH3:6])([CH3:7])[CH3:5])([CH3:2])[CH3:3], predict the reactants needed to synthesize it. The reactants are: [Si:1]([O:8][C@@H:9]([C:25]1[CH:30]=[CH:29][CH:28]=[CH:27][C:26]=1[C:31]1[CH:36]=[CH:35][C:34]([Cl:37])=[CH:33][CH:32]=1)[CH:10]1[CH2:15][CH2:14][N:13]([C:16]2[CH:24]=[CH:23][C:19]([C:20](O)=[O:21])=[CH:18][CH:17]=2)[CH2:12][CH2:11]1)([C:4]([CH3:7])([CH3:6])[CH3:5])([CH3:3])[CH3:2].[Si:38]([O:55][CH2:56][CH2:57][N:58]([CH2:88][CH3:89])[CH2:59][CH2:60][C@@H:61]([NH:70][C:71]1[CH:76]=[CH:75][C:74]([S:77]([NH2:80])(=[O:79])=[O:78])=[CH:73][C:72]=1[S:81]([C:84]([F:87])([F:86])[F:85])(=[O:83])=[O:82])[CH2:62][S:63][C:64]1[CH:69]=[CH:68][CH:67]=[CH:66][CH:65]=1)([C:51]([CH3:54])([CH3:53])[CH3:52])([C:45]1[CH:50]=[CH:49][CH:48]=[CH:47][CH:46]=1)[C:39]1[CH:44]=[CH:43][CH:42]=[CH:41][CH:40]=1.C(Cl)CCl. (2) Given the product [Cl:27][C:15]1[CH:16]=[C:17]([O:21][CH2:22][CH:23]=[C:24]([Cl:26])[Cl:25])[CH:18]=[C:19]([Cl:20])[C:14]=1[CH2:13][O:11][CH2:10][CH:8]1[CH2:6][O:7][C:32]([CH3:33])([CH3:31])[O:9]1, predict the reactants needed to synthesize it. The reactants are: [H-].[Na+].C(=[C:6]([CH:8]([CH2:10][OH:11])[OH:9])[OH:7])(C)C.Br[CH2:13][C:14]1[C:19]([Cl:20])=[CH:18][C:17]([O:21][CH2:22][CH:23]=[C:24]([Cl:26])[Cl:25])=[CH:16][C:15]=1[Cl:27].[Cl-].[Na+].O1C[CH2:33][CH2:32][CH2:31]1. (3) Given the product [OH:8][CH2:9][C:10]1[NH:14][C:13](=[O:15])[N:12]([CH2:16][C:17]2[CH:22]=[CH:21][C:20]([CH3:23])=[CH:19][CH:18]=2)[N:11]=1, predict the reactants needed to synthesize it. The reactants are: C([O:8][CH2:9][C:10]1[NH:14][C:13](=[O:15])[N:12]([CH2:16][C:17]2[CH:22]=[CH:21][C:20]([CH3:23])=[CH:19][CH:18]=2)[N:11]=1)C1C=CC=CC=1.